From a dataset of Reaction yield outcomes from USPTO patents with 853,638 reactions. Predict the reaction yield, written as a fraction of the theoretical maximum amount of product (1.0 means a 100% yield; for example, 0.34 means a 34% yield). (1) The reactants are [NH2:1][C:2]1[C:7]([C:8]2[O:12][N:11]=[C:10]([CH2:13][C:14]3[CH:19]=[CH:18][C:17]([OH:20])=[CH:16][CH:15]=3)[CH:9]=2)=[CH:6][CH:5]=[CH:4][N:3]=1.[OH-].[Na+].[F:23][C:24]1[CH:25]=[C:26]([CH:29]=[CH:30][CH:31]=1)[CH2:27]Br. The catalyst is CO. The product is [F:23][C:24]1[CH:25]=[C:26]([CH:29]=[CH:30][CH:31]=1)[CH2:27][O:20][C:17]1[CH:18]=[CH:19][C:14]([CH2:13][C:10]2[CH:9]=[C:8]([C:7]3[C:2]([NH2:1])=[N:3][CH:4]=[CH:5][CH:6]=3)[O:12][N:11]=2)=[CH:15][CH:16]=1. The yield is 0.550. (2) The reactants are CO[C:3]([C:5]1[CH:10]=[N:9][C:8]([NH:11][CH2:12][C:13]2[C:14]([C:19]3[CH:24]=[CH:23][CH:22]=[CH:21][CH:20]=3)=[N:15][O:16][C:17]=2[CH3:18])=[CH:7][N:6]=1)=[O:4].[NH2:25][CH:26]1[CH2:31][CH2:30][O:29][CH2:28][CH2:27]1. No catalyst specified. The product is [O:29]1[CH2:30][CH2:31][CH:26]([NH:25][C:3]([C:5]2[CH:10]=[N:9][C:8]([NH:11][CH2:12][C:13]3[C:14]([C:19]4[CH:20]=[CH:21][CH:22]=[CH:23][CH:24]=4)=[N:15][O:16][C:17]=3[CH3:18])=[CH:7][N:6]=2)=[O:4])[CH2:27][CH2:28]1. The yield is 0.810. (3) The reactants are [C:1]([C:4]1[N:5]=[C:6]2[C:12]3[CH:13]=[CH:14][C:15]([C:17]([O:19][CH3:20])=[O:18])=[CH:16][C:11]=3[O:10][CH2:9][CH2:8][N:7]2[CH:21]=1)(=O)[NH2:2].COC(OC)[N:25]([CH3:27])C.Cl.[F:31][C:32]([F:37])([F:36])[CH2:33][NH:34]N. The catalyst is C(O)(=O)C. The product is [F:31][C:32]([F:37])([F:36])[CH2:33][N:34]1[C:1]([C:4]2[N:5]=[C:6]3[C:12]4[CH:13]=[CH:14][C:15]([C:17]([O:19][CH3:20])=[O:18])=[CH:16][C:11]=4[O:10][CH2:9][CH2:8][N:7]3[CH:21]=2)=[N:2][CH:27]=[N:25]1. The yield is 0.650. (4) The reactants are [H-].[H-].[H-].[H-].[Li+].[Al+3].C(OC(C1NC2C(C=1)=C([N+]([O-])=O)C=CC=2)=O)C.C(O[C:27]([C:29]1[NH:30][C:31]2[C:36]([CH:37]=1)=[CH:35][CH:34]=[C:33]([N+:38]([O-])=O)[CH:32]=2)=O)C.[OH-].[Na+]. The catalyst is C1COCC1.O. The product is [CH3:27][C:29]1[NH:30][C:31]2[C:36]([CH:37]=1)=[CH:35][CH:34]=[C:33]([NH2:38])[CH:32]=2. The yield is 0.0800. (5) The reactants are [CH:1]1([C:4]2[CH:10]=[CH:9][C:7](N)=[C:6]([F:11])[CH:5]=2)[CH2:3][CH2:2]1.S(=O)(=O)(O)O.N([O-])=O.[Na+].[I-:21].[K+]. The catalyst is O.C(Cl)Cl. The product is [CH:1]1([C:4]2[CH:10]=[CH:9][C:7]([I:21])=[C:6]([F:11])[CH:5]=2)[CH2:3][CH2:2]1. The yield is 0.713.